This data is from Catalyst prediction with 721,799 reactions and 888 catalyst types from USPTO. The task is: Predict which catalyst facilitates the given reaction. (1) Reactant: [NH2:1][C:2]1[CH:3]=[CH:4][C:5]([Cl:9])=[C:6]([OH:8])[CH:7]=1.C(=O)([O-])O.[Na+].[C:15]([C:17]([C:20]1[CH:21]=[C:22]([CH:26]=[CH:27][CH:28]=1)[C:23](Cl)=[O:24])([CH3:19])[CH3:18])#[N:16]. Product: [Cl:9][C:5]1[CH:4]=[CH:3][C:2]([NH:1][C:23](=[O:24])[C:22]2[CH:26]=[CH:27][CH:28]=[C:20]([C:17]([C:15]#[N:16])([CH3:18])[CH3:19])[CH:21]=2)=[CH:7][C:6]=1[OH:8]. The catalyst class is: 7. (2) Reactant: [NH2:1][C:2]1[C:3]([C:14]2[CH:22]=[CH:21][C:17]([C:18]([OH:20])=O)=[C:16]([F:23])[CH:15]=2)=[N:4][C:5]([C@@H:8]2[CH2:12][CH2:11][C@@H:10]([OH:13])[CH2:9]2)=[CH:6][N:7]=1.[NH2:24][C@@H:25]([C:28]1[CH:33]=[C:32]([I:34])[CH:31]=[C:30]([F:35])[CH:29]=1)[CH2:26][OH:27].C1C=NC2N(O)N=NC=2C=1.C(Cl)CCl.CCN(C(C)C)C(C)C. Product: [NH2:1][C:2]1[C:3]([C:14]2[CH:22]=[CH:21][C:17]([C:18]([NH:24][C@@H:25]([C:28]3[CH:33]=[C:32]([I:34])[CH:31]=[C:30]([F:35])[CH:29]=3)[CH2:26][OH:27])=[O:20])=[C:16]([F:23])[CH:15]=2)=[N:4][C:5]([C@@H:8]2[CH2:12][CH2:11][C@@H:10]([OH:13])[CH2:9]2)=[CH:6][N:7]=1. The catalyst class is: 31.